Dataset: Reaction yield outcomes from USPTO patents with 853,638 reactions. Task: Predict the reaction yield, written as a fraction of the theoretical maximum amount of product (1.0 means a 100% yield; for example, 0.34 means a 34% yield). (1) The reactants are C(N(CC)CC)C.[F:8][C:9]1[CH:28]=[CH:27][C:12]([O:13][C:14]2[CH:22]=[CH:21][C:20]([C:23]([F:26])([F:25])[F:24])=[CH:19][C:15]=2[C:16]([OH:18])=O)=[C:11]([CH3:29])[CH:10]=1.CN(C(ON1N=NC2C=CC=NC1=2)=[N+](C)C)C.F[P-](F)(F)(F)(F)F.[NH2:54][C:55]1[CH:67]=[CH:66][C:58]([C:59]([O:61][C:62]([CH3:65])([CH3:64])[CH3:63])=[O:60])=[CH:57][CH:56]=1. The catalyst is CN(C=O)C. The product is [F:8][C:9]1[CH:28]=[CH:27][C:12]([O:13][C:14]2[CH:22]=[CH:21][C:20]([C:23]([F:26])([F:24])[F:25])=[CH:19][C:15]=2[C:16]([NH:54][C:55]2[CH:67]=[CH:66][C:58]([C:59]([O:61][C:62]([CH3:63])([CH3:64])[CH3:65])=[O:60])=[CH:57][CH:56]=2)=[O:18])=[C:11]([CH3:29])[CH:10]=1. The yield is 0.280. (2) The reactants are [NH2:1][C:2]1[S:3][C:4]([C:7]#[N:8])=[CH:5][N:6]=1.CN(C)C1C=CC=CC=1.Cl[C:19](=[O:26])[CH2:20][CH2:21][C:22]([O:24][CH3:25])=[O:23].C(OCC)(=O)C. The catalyst is O1CCCC1.O. The product is [C:7]([C:4]1[S:3][C:2]([NH:1][C:19](=[O:26])[CH2:20][CH2:21][C:22]([O:24][CH3:25])=[O:23])=[N:6][CH:5]=1)#[N:8]. The yield is 0.590. (3) The reactants are [OH:1][C@@:2]1([C:9]#[C:10][C:11]2[CH:12]=[C:13]([N:17]3[C:21]4=[CH:22][N:23]=[CH:24][CH:25]=[C:20]4[C:19]([C:26]([O:28]C)=O)=[N:18]3)[CH:14]=[CH:15][CH:16]=2)[CH2:6][CH2:5][N:4]([CH3:7])[C:3]1=[O:8].[NH3:30]. No catalyst specified. The product is [OH:1][C@@:2]1([C:9]#[C:10][C:11]2[CH:12]=[C:13]([N:17]3[C:21]4=[CH:22][N:23]=[CH:24][CH:25]=[C:20]4[C:19]([C:26]([NH2:30])=[O:28])=[N:18]3)[CH:14]=[CH:15][CH:16]=2)[CH2:6][CH2:5][N:4]([CH3:7])[C:3]1=[O:8]. The yield is 0.260.